This data is from Reaction yield outcomes from USPTO patents with 853,638 reactions. The task is: Predict the reaction yield, written as a fraction of the theoretical maximum amount of product (1.0 means a 100% yield; for example, 0.34 means a 34% yield). (1) The reactants are Br[C:2]1[C:7]([CH3:8])=[CH:6][C:5]([N+:9]([O-:11])=[O:10])=[CH:4][N:3]=1.[F:12][C:13]([F:25])([F:24])[O:14][C:15]1[CH:16]=[C:17](B(O)O)[CH:18]=[CH:19][CH:20]=1. No catalyst specified. The product is [CH3:8][C:7]1[C:2]([C:17]2[CH:18]=[CH:19][CH:20]=[C:15]([O:14][C:13]([F:12])([F:24])[F:25])[CH:16]=2)=[N:3][CH:4]=[C:5]([N+:9]([O-:11])=[O:10])[CH:6]=1. The yield is 0.910. (2) The reactants are [NH2:1][CH2:2][CH2:3][O:4][C@@H:5]([C:19]1[CH:24]=[C:23]([F:25])[CH:22]=[CH:21][C:20]=1[CH3:26])[C@@H:6]1[CH2:11][CH2:10][CH2:9][N:8]([C:12]([O:14][C:15]([CH3:18])([CH3:17])[CH3:16])=[O:13])[CH2:7]1.CCN(CC)CC.Cl[C:35]([O:37][CH3:38])=[O:36]. The catalyst is CN(C1C=CN=CC=1)C.C(Cl)Cl. The product is [F:25][C:23]1[CH:22]=[CH:21][C:20]([CH3:26])=[C:19]([C@H:5]([O:4][CH2:3][CH2:2][NH:1][C:35]([O:37][CH3:38])=[O:36])[C@@H:6]2[CH2:11][CH2:10][CH2:9][N:8]([C:12]([O:14][C:15]([CH3:18])([CH3:17])[CH3:16])=[O:13])[CH2:7]2)[CH:24]=1. The yield is 0.980. (3) The reactants are Cl.[N:2]1[CH:7]=[CH:6][C:5]([CH2:8]Cl)=[CH:4][CH:3]=1.C(=O)([O-])[O-].[K+].[K+].[I:16][C:17]1[CH:22]=[CH:21][CH:20]=[CH:19][C:18]=1[OH:23]. The catalyst is CC(C)=O. The product is [I:16][C:17]1[CH:22]=[CH:21][CH:20]=[CH:19][C:18]=1[O:23][CH2:8][C:5]1[CH:6]=[CH:7][N:2]=[CH:3][CH:4]=1. The yield is 0.530. (4) The reactants are [C:1]([C:4]1[C:22](=[O:23])[C@@:8]2([CH3:24])[C:9]3[C:15]([OH:16])=[CH:14][C:13]([O:17][CH3:18])=[C:12]([C:19]([NH2:21])=[O:20])[C:10]=3[O:11][C:7]2=[CH:6][C:5]=1[OH:25])(=[O:3])[CH3:2].[Cl:26][C:27]1[CH:34]=[CH:33][C:30]([CH:31]=O)=[CH:29][CH:28]=1.C([SiH](CC)CC)C.FC(F)(F)C(O)=O. The catalyst is C1(C)C=CC=CC=1. The product is [C:1]([C:4]1[C:22](=[O:23])[C@@:8]2([CH3:24])[C:9]3[C:15]([OH:16])=[CH:14][C:13]([O:17][CH3:18])=[C:12]([C:19]([NH:21][CH2:31][C:30]4[CH:33]=[CH:34][C:27]([Cl:26])=[CH:28][CH:29]=4)=[O:20])[C:10]=3[O:11][C:7]2=[CH:6][C:5]=1[OH:25])(=[O:3])[CH3:2]. The yield is 0.440. (5) The reactants are Cl[C:2]1[N:3]=[N:4][CH:5]=[C:6]([Cl:9])[C:7]=1[NH2:8].[CH:10]1([NH2:13])[CH2:12][CH2:11]1. No catalyst specified. The product is [Cl:9][C:6]1[C:7]([NH2:8])=[C:2]([NH:13][CH:10]2[CH2:12][CH2:11]2)[N:3]=[N:4][CH:5]=1. The yield is 0.730. (6) The reactants are [CH3:1][O:2][C:3]1[CH:4]=[CH:5][C:6]2[O:10][C:9]([CH:11]([NH:18][C:19]3[CH:27]=[CH:26][C:22]([C:23](O)=[O:24])=[CH:21][CH:20]=3)[CH2:12][CH2:13][CH2:14][CH2:15][CH2:16][CH3:17])=[C:8]([CH3:28])[C:7]=2[CH:29]=1.Cl.[CH2:31]([O:33][C:34](=[O:38])[CH2:35][CH2:36][NH2:37])[CH3:32].O.ON1C2C=CC=CC=2N=N1.Cl.C(N=C=NCCCN(C)C)C.[Cl-].[NH4+]. The product is [CH3:1][O:2][C:3]1[CH:4]=[CH:5][C:6]2[O:10][C:9]([CH:11]([NH:18][C:19]3[CH:20]=[CH:21][C:22]([C:23]([NH:37][CH2:36][CH2:35][C:34]([O:33][CH2:31][CH3:32])=[O:38])=[O:24])=[CH:26][CH:27]=3)[CH2:12][CH2:13][CH2:14][CH2:15][CH2:16][CH3:17])=[C:8]([CH3:28])[C:7]=2[CH:29]=1. The yield is 0.850. The catalyst is CN(C)C=O.C(N(CC)CC)C. (7) The reactants are [C:1]1(/[CH:7]=[N:8]/[N:9]2[C:17]3[C:12](=[N:13][CH:14]=[C:15]([C:18]4[CH:19]=[N:20][N:21]([CH:23]5[CH2:28][CH2:27][N:26]([C:29]([O:31][C:32]([CH3:35])([CH3:34])[CH3:33])=[O:30])[CH2:25][CH2:24]5)[CH:22]=4)[CH:16]=3)[CH:11]=[CH:10]2)[CH:6]=[CH:5][CH:4]=[CH:3][CH:2]=1.[BH4-].[Na+]. The catalyst is CO.C([O-])(O)=O.[Na+]. The product is [CH2:7]([NH:8][N:9]1[C:17]2[C:12](=[N:13][CH:14]=[C:15]([C:18]3[CH:19]=[N:20][N:21]([CH:23]4[CH2:24][CH2:25][N:26]([C:29]([O:31][C:32]([CH3:35])([CH3:34])[CH3:33])=[O:30])[CH2:27][CH2:28]4)[CH:22]=3)[CH:16]=2)[CH:11]=[CH:10]1)[C:1]1[CH:6]=[CH:5][CH:4]=[CH:3][CH:2]=1. The yield is 0.900.